From a dataset of Full USPTO retrosynthesis dataset with 1.9M reactions from patents (1976-2016). Predict the reactants needed to synthesize the given product. Given the product [Cl:1][C:2]1[C:10]2[N:9]=[C:8]3[N:11]([C:15]4[C:16]([CH3:23])=[N:17][C:18]([O:22][CH:36]([F:40])[F:35])=[N:19][C:20]=4[CH3:21])[CH2:12][CH2:13][CH2:14][N:7]3[C:6]=2[C:5]([CH:24]([O:29][CH:30]([F:31])[F:32])[C:25]([F:28])([F:27])[F:26])=[CH:4][CH:3]=1, predict the reactants needed to synthesize it. The reactants are: [Cl:1][C:2]1[C:10]2[N:9]=[C:8]3[N:11]([C:15]4[C:16]([CH3:23])=[N:17][C:18]([OH:22])=[N:19][C:20]=4[CH3:21])[CH2:12][CH2:13][CH2:14][N:7]3[C:6]=2[C:5]([CH:24]([O:29][CH:30]([F:32])[F:31])[C:25]([F:28])([F:27])[F:26])=[CH:4][CH:3]=1.[OH-].[Na+].[F:35][C:36](F)([F:40])C(O)=O.